Dataset: Forward reaction prediction with 1.9M reactions from USPTO patents (1976-2016). Task: Predict the product of the given reaction. (1) Given the reactants Cl[C:2]1[CH:11]=[CH:10][C:9]2[C:4](=[CH:5][CH:6]=[C:7]([Cl:22])[C:8]=2[NH:12][C:13](=[O:21])[CH2:14][CH:15]2[CH2:20][CH2:19][CH2:18][CH2:17][CH2:16]2)[N:3]=1.[NH:23]1[CH2:27][CH2:26][C@@H:25]([OH:28])[CH2:24]1, predict the reaction product. The product is: [Cl:22][C:7]1[C:8]([NH:12][C:13](=[O:21])[CH2:14][CH:15]2[CH2:20][CH2:19][CH2:18][CH2:17][CH2:16]2)=[C:9]2[C:4](=[CH:5][CH:6]=1)[N:3]=[C:2]([N:23]1[CH2:27][CH2:26][C@@H:25]([OH:28])[CH2:24]1)[CH:11]=[CH:10]2. (2) The product is: [CH3:35][C:21]1[N:20]=[N:19][N:18]([C:14]2[CH:13]=[C:12]([C:9]3[CH:8]=[CH:7][C:6]([C:5]4([C:4]([OH:3])=[O:36])[CH2:38][CH2:37]4)=[CH:11][CH:10]=3)[CH:17]=[CH:16][CH:15]=2)[C:22]=1[NH:23][C:24]([O:26][C@@H:27]([C:29]1[CH:34]=[CH:33][CH:32]=[CH:31][CH:30]=1)[CH3:28])=[O:25]. Given the reactants C([O:3][C:4](=[O:36])[CH2:5][C:6]1[CH:11]=[CH:10][C:9]([C:12]2[CH:17]=[CH:16][CH:15]=[C:14]([N:18]3[C:22]([NH:23][C:24]([O:26][C@@H:27]([C:29]4[CH:34]=[CH:33][CH:32]=[CH:31][CH:30]=4)[CH3:28])=[O:25])=[C:21]([CH3:35])[N:20]=[N:19]3)[CH:13]=2)=[CH:8][CH:7]=1)C.[CH2:37]1COC[CH2:38]1.[Li+].[OH-], predict the reaction product. (3) Given the reactants [O:1]1[C:5]2[CH:6]=[CH:7][C:8]([C:10]#[C:11][C:12]([NH2:14])=[O:13])=[CH:9][C:4]=2[O:3][CH2:2]1.[CH3:15][CH2:16][CH2:17][CH2:18][SnH:19]([CH2:24][CH2:25][CH2:26][CH3:27])[CH2:20][CH2:21][CH2:22][CH3:23], predict the reaction product. The product is: [O:1]1[C:5]2[CH:6]=[CH:7][C:8](/[CH:10]=[C:11](/[Sn:19]([CH2:20][CH2:21][CH2:22][CH3:23])([CH2:24][CH2:25][CH2:26][CH3:27])[CH2:18][CH2:17][CH2:16][CH3:15])\[C:12]([NH2:14])=[O:13])=[CH:9][C:4]=2[O:3][CH2:2]1.